The task is: Binary Classification. Given a miRNA mature sequence and a target amino acid sequence, predict their likelihood of interaction.. This data is from Experimentally validated miRNA-target interactions with 360,000+ pairs, plus equal number of negative samples. The protein sequence of the target gene is MASTDYSTYSQAAAQQGYSAYTAQPTQGYAQTTQAYGQQSYGTYGQPTDVSYTQAQTTATYGQTAYATSYGQPPTGYTTPTAPQAYSQPVQGYGTGAYDTTTATVTTTQASYAAQSAYGTQPAYPAYGQQPAATAPTRPQDGNKPTETSQPQSSTGGYNQPSLGYGQSNYSYPQVPGSYPMQPVTAPPSYPPTSYSSTQPTSYDQSSYSQQNTYGQPSSYGQQSSYGQQSSYGQQPPTSYPPQTGSYSQAPSQYSQQSSSYGQQSSFRQDHPSSMGVYGQESGGFSGPGENRSMSGPDNR.... The miRNA is mmu-miR-1258-5p with sequence UGCUGAGCUAAUUCCCUAACUG. Result: 0 (no interaction).